This data is from Peptide-MHC class II binding affinity with 134,281 pairs from IEDB. The task is: Regression. Given a peptide amino acid sequence and an MHC pseudo amino acid sequence, predict their binding affinity value. This is MHC class II binding data. (1) The peptide sequence is YRKILRQRKIDRLID. The MHC is DRB1_1001 with pseudo-sequence DRB1_1001. The binding affinity (normalized) is 0.312. (2) The peptide sequence is EDSALLEDPAGT. The MHC is DRB1_0401 with pseudo-sequence DRB1_0401. The binding affinity (normalized) is 0. (3) The peptide sequence is AAAGAEAGKATTEEQ. The MHC is DRB1_1302 with pseudo-sequence DRB1_1302. The binding affinity (normalized) is 0.115. (4) The peptide sequence is DDVLAILPIEDLKAL. The MHC is DRB1_1501 with pseudo-sequence DRB1_1501. The binding affinity (normalized) is 0.609. (5) The peptide sequence is DFAKAFWNVVNWADV. The MHC is DRB1_0101 with pseudo-sequence DRB1_0101. The binding affinity (normalized) is 0.602. (6) The peptide sequence is VTVNPFVSVATANAKVLI. The MHC is DRB1_1501 with pseudo-sequence DRB1_1501. The binding affinity (normalized) is 0.617. (7) The MHC is DRB1_0101 with pseudo-sequence DRB1_0101. The binding affinity (normalized) is 0.815. The peptide sequence is FERQYKELQTQAEDDRR. (8) The peptide sequence is HPDYAILAARIAVSN. The binding affinity (normalized) is 0.359. The MHC is HLA-DQA10301-DQB10302 with pseudo-sequence HLA-DQA10301-DQB10302.